Dataset: Full USPTO retrosynthesis dataset with 1.9M reactions from patents (1976-2016). Task: Predict the reactants needed to synthesize the given product. (1) Given the product [Cl:11][C:12]1[CH:13]=[C:14]([N+:19]([O-:21])=[O:20])[CH:15]=[CH:16][C:17]=1[O:10][CH2:9][C:4]1[CH:5]=[CH:6][CH:7]=[CH:8][N:3]=1, predict the reactants needed to synthesize it. The reactants are: [OH-].[K+].[N:3]1[CH:8]=[CH:7][CH:6]=[CH:5][C:4]=1[CH2:9][OH:10].[Cl:11][C:12]1[CH:13]=[C:14]([N+:19]([O-:21])=[O:20])[CH:15]=[CH:16][C:17]=1F.O. (2) Given the product [CH2:20]([O:22][C:8]([N:7]1[C:11]2[CH:12]=[C:13]([N+:16]([O-:18])=[O:17])[CH:14]=[CH:15][C:10]=2[O:9][CH2:4][CH2:5][CH2:6]1)=[O:19])[CH3:21], predict the reactants needed to synthesize it. The reactants are: [OH-].[K+].Cl[CH2:4][CH2:5][CH2:6][N:7]1[C:11]2[CH:12]=[C:13]([N+:16]([O-:18])=[O:17])[CH:14]=[CH:15][C:10]=2[O:9][C:8]1=[O:19].[CH2:20]([OH:22])[CH3:21]. (3) Given the product [CH2:1]([C:4]1[N:5]=[C:6]([C:20]2[CH:25]=[CH:24][C:23]([C:26]([F:28])([F:29])[F:27])=[CH:22][CH:21]=2)[S:7][C:8]=1[CH2:9][O:10][C:11]1[CH:12]=[C:13]2[C:48](=[CH:18][CH:19]=1)[N:47]([CH2:46][C:37]([OH:40])=[O:38])[CH:49]=[CH:14]2)[CH2:2][CH3:3], predict the reactants needed to synthesize it. The reactants are: [CH2:1]([C:4]1[N:5]=[C:6]([C:20]2[CH:25]=[CH:24][C:23]([C:26]([F:29])([F:28])[F:27])=[CH:22][CH:21]=2)[S:7][C:8]=1[CH2:9][O:10][C:11]1[CH:19]=[CH:18]C=C2[C:12]=1[CH:13]=[CH:14]N2)[CH2:2][CH3:3].BrCC(OCC)=O.[C:37]([O-:40])([O-])=[O:38].[Cs+].[Cs+].[OH-].[Na+].Cl.[CH3:46][N:47]([CH:49]=O)[CH3:48]. (4) Given the product [CH:15]1([N:4]2[C@H:5]([C:9]3[CH:10]=[CH:11][CH:12]=[CH:13][CH:14]=3)[CH:6]=[CH:7][CH2:8][C@@H:2]([NH:1][C:35](=[O:36])[C@H:33]([CH3:34])[NH:32][C:30](=[O:31])[CH2:29][C:24]3[CH:25]=[C:26]([F:28])[CH:27]=[C:22]([F:21])[CH:23]=3)[C:3]2=[O:20])[CH2:19][CH2:18][CH2:17][CH2:16]1, predict the reactants needed to synthesize it. The reactants are: [NH2:1][C@@H:2]1[CH2:8][CH:7]=[CH:6][C@@H:5]([C:9]2[CH:14]=[CH:13][CH:12]=[CH:11][CH:10]=2)[N:4]([CH:15]2[CH2:19][CH2:18][CH2:17][CH2:16]2)[C:3]1=[O:20].[F:21][C:22]1[CH:23]=[C:24]([CH2:29][C:30]([NH:32][C@H:33]([C:35](O)=[O:36])[CH3:34])=[O:31])[CH:25]=[C:26]([F:28])[CH:27]=1.C1C=CC2N(O)N=NC=2C=1.CCN=C=NCCCN(C)C.Cl.CN1CCOCC1. (5) Given the product [CH3:20][O:21][C:22](=[O:43])[C:23]1[CH:28]=[C:27]([CH3:29])[C:26]([O:30][C:31]([F:34])([F:32])[F:33])=[CH:25][C:24]=1[N:35]([C:36]([O:38][C:39]([CH3:40])([CH3:42])[CH3:41])=[O:37])[CH2:2][CH2:3][CH2:4][C:5]([O:7][CH3:8])=[O:6], predict the reactants needed to synthesize it. The reactants are: Br[CH2:2][CH2:3][CH2:4][C:5]([O:7][CH3:8])=[O:6].C(=O)([O-])[O-].[Cs+].[Cs+].CN(C=O)C.[CH3:20][O:21][C:22](=[O:43])[C:23]1[CH:28]=[C:27]([CH3:29])[C:26]([O:30][C:31]([F:34])([F:33])[F:32])=[CH:25][C:24]=1[NH:35][C:36]([O:38][C:39]([CH3:42])([CH3:41])[CH3:40])=[O:37]. (6) Given the product [CH3:7][C:8]1[CH:9]=[CH:10][CH:11]=[C:12]2[C:17]=1[N:16]=[C:15]([NH:18][C:19]1[CH:27]=[C:26]3[C:22]([CH:23]=[N:24][NH:25]3)=[C:21]([NH:28][S:37]([CH3:36])(=[O:39])=[O:38])[CH:20]=1)[N:14]=[CH:13]2, predict the reactants needed to synthesize it. The reactants are: CC(N(C)C)=O.[CH3:7][C:8]1[CH:9]=[CH:10][CH:11]=[C:12]2[C:17]=1[N:16]=[C:15]([NH:18][C:19]1[CH:27]=[C:26]3[C:22]([CH:23]=[N:24][NH:25]3)=[C:21]([NH2:28])[CH:20]=1)[N:14]=[CH:13]2.C(N(CC)CC)C.[CH3:36][S:37](Cl)(=[O:39])=[O:38]. (7) Given the product [Br:1][C:2]1[C:7]([CH3:8])=[CH:6][C:5]([O:9][CH2:14][CH2:15][CH2:16][O:17][CH:18]2[CH2:23][CH2:22][CH2:21][CH2:20][O:19]2)=[CH:4][C:3]=1[CH3:10], predict the reactants needed to synthesize it. The reactants are: [Br:1][C:2]1[C:7]([CH3:8])=[CH:6][C:5]([OH:9])=[CH:4][C:3]=1[CH3:10].[OH-].[K+].Br[CH2:14][CH2:15][CH2:16][O:17][CH:18]1[CH2:23][CH2:22][CH2:21][CH2:20][O:19]1.O. (8) Given the product [CH3:42][O:41][CH2:40][CH2:39][O:38][C:36](=[O:37])[NH:1][C:2]1[CH:7]=[N:6][C:5]([C:8]2[NH:9][C:10]([C@H:13]3[N:21]4[C:16](=[CH:17][C:18]([C:23]5[CH:28]=[C:27]([Cl:29])[CH:26]=[CH:25][C:24]=5[N:30]5[CH:34]=[N:33][N:32]=[N:31]5)=[CH:19][C:20]4=[O:22])[CH2:15][CH2:14]3)=[N:11][CH:12]=2)=[CH:4][CH:3]=1, predict the reactants needed to synthesize it. The reactants are: [NH2:1][C:2]1[CH:3]=[CH:4][C:5]([C:8]2[N:9]=[C:10]([C@H:13]3[N:21]4[C:16](=[CH:17][C:18]([C:23]5[CH:28]=[C:27]([Cl:29])[CH:26]=[CH:25][C:24]=5[N:30]5[CH:34]=[N:33][N:32]=[N:31]5)=[CH:19][C:20]4=[O:22])[CH2:15][CH2:14]3)[NH:11][CH:12]=2)=[N:6][CH:7]=1.Cl[C:36]([O:38][CH2:39][CH2:40][O:41][CH3:42])=[O:37].